From a dataset of Reaction yield outcomes from USPTO patents with 853,638 reactions. Predict the reaction yield, written as a fraction of the theoretical maximum amount of product (1.0 means a 100% yield; for example, 0.34 means a 34% yield). (1) The reactants are [CH3:1][O:2][C:3]([C:5]1([C:11]#[N:12])[CH2:7][CH:6]1[CH:8]([CH3:10])[CH3:9])=[O:4].[BH4-].[Na+].[C:15]([O:19][C:20](O[C:20]([O:19][C:15]([CH3:18])([CH3:17])[CH3:16])=[O:21])=[O:21])([CH3:18])([CH3:17])[CH3:16]. The catalyst is CO.ClCCl. The product is [CH3:1][O:2][C:3]([C:5]1([CH2:11][NH:12][C:20]([O:19][C:15]([CH3:18])([CH3:17])[CH3:16])=[O:21])[CH2:7][CH:6]1[CH:8]([CH3:9])[CH3:10])=[O:4]. The yield is 0.880. (2) The reactants are [OH:1][C:2]1[CH:9]=[CH:8][C:5]([CH:6]=[O:7])=[CH:4][CH:3]=1.[C:10]1([N:16]2[CH2:21][CH2:20][NH:19][CH2:18][CH2:17]2)[CH:15]=[CH:14][CH:13]=[CH:12][CH:11]=1.[CH2:22]=O. The catalyst is C(Cl)Cl. The product is [OH:1][C:2]1[CH:9]=[CH:8][C:5]([CH:6]=[O:7])=[CH:4][C:3]=1[CH2:22][N:19]1[CH2:20][CH2:21][N:16]([C:10]2[CH:15]=[CH:14][CH:13]=[CH:12][CH:11]=2)[CH2:17][CH2:18]1. The yield is 0.820.